Dataset: Reaction yield outcomes from USPTO patents with 853,638 reactions. Task: Predict the reaction yield, written as a fraction of the theoretical maximum amount of product (1.0 means a 100% yield; for example, 0.34 means a 34% yield). (1) The reactants are [CH2:1]([C:5]1[N:6]=[C:7]([CH:27]2[CH2:29][CH2:28]2)[NH:8][C:9](=[O:26])[C:10]=1[CH2:11][C:12]1[CH:17]=[CH:16][C:15]([C:18]2[C:19]([C:24]#[N:25])=[CH:20][CH:21]=[CH:22][CH:23]=2)=[CH:14][CH:13]=1)[CH2:2][CH2:3][CH3:4].[O:30]1[C:34]2[CH:35]=[CH:36][C:37](B(O)O)=[CH:38][C:33]=2[CH2:32][CH2:31]1.N1C=CC=CC=1.C(N(CC)CC)C. The catalyst is C(OCC)(=O)C.C([O-])(=O)C.[Cu+2].C([O-])(=O)C.ClCCl. The product is [CH2:1]([C:5]1[N:6]=[C:7]([CH:27]2[CH2:28][CH2:29]2)[N:8]([C:37]2[CH:36]=[CH:35][C:34]3[O:30][CH2:31][CH2:32][C:33]=3[CH:38]=2)[C:9](=[O:26])[C:10]=1[CH2:11][C:12]1[CH:17]=[CH:16][C:15]([C:18]2[C:19]([C:24]#[N:25])=[CH:20][CH:21]=[CH:22][CH:23]=2)=[CH:14][CH:13]=1)[CH2:2][CH2:3][CH3:4]. The yield is 1.00. (2) The reactants are [O:1]=[C:2]1[C:7]([CH2:8][C:9]2[CH:14]=[CH:13][C:12]([C:15]3[C:16]([C:21]#[N:22])=[CH:17][CH:18]=[CH:19][CH:20]=3)=[CH:11][CH:10]=2)=[C:6]([CH2:23][CH2:24][CH3:25])[N:5]2[N:26]=[CH:27][N:28]=[C:4]2[N:3]1[CH:29]1[CH2:34][CH2:33][C:32](=[O:35])[CH2:31][CH2:30]1.[O:36]1[CH2:40][CH:39](O)[CH:38]([OH:42])[CH2:37]1.O.C1(C)C=CC(S(O)(=O)=O)=CC=1. The catalyst is C1(C)C=CC=CC=1. The product is [O:1]=[C:2]1[C:7]([CH2:8][C:9]2[CH:10]=[CH:11][C:12]([C:15]3[C:16]([C:21]#[N:22])=[CH:17][CH:18]=[CH:19][CH:20]=3)=[CH:13][CH:14]=2)=[C:6]([CH2:23][CH2:24][CH3:25])[N:5]2[N:26]=[CH:27][N:28]=[C:4]2[N:3]1[CH:29]1[CH2:30][CH2:31][C:32]2([O:42][C@H:38]3[CH2:37][O:36][CH2:40][C@H:39]3[O:35]2)[CH2:33][CH2:34]1. The yield is 0.900. (3) The reactants are Br[C:2]1[C:3]([C:9]#[N:10])=[N:4][CH:5]=[C:6]([CH3:8])[CH:7]=1.[Br:11][C:12]1[CH:13]=[C:14]([CH:18]=[CH:19][CH:20]=1)[C:15](Cl)=[O:16]. No catalyst specified. The product is [Br:11][C:12]1[CH:13]=[C:14]([CH:18]=[CH:19][CH:20]=1)[C:15]([C:2]1[C:3]([C:9]#[N:10])=[N:4][CH:5]=[C:6]([CH3:8])[CH:7]=1)=[O:16]. The yield is 0.660.